Regression. Given two drug SMILES strings and cell line genomic features, predict the synergy score measuring deviation from expected non-interaction effect. From a dataset of NCI-60 drug combinations with 297,098 pairs across 59 cell lines. (1) Synergy scores: CSS=20.5, Synergy_ZIP=-9.73, Synergy_Bliss=0.109, Synergy_Loewe=-10.3, Synergy_HSA=0.581. Drug 1: C1=NC2=C(N=C(N=C2N1C3C(C(C(O3)CO)O)O)F)N. Cell line: SW-620. Drug 2: C1=NC2=C(N1)C(=S)N=CN2. (2) Drug 1: CC12CCC3C(C1CCC2=O)CC(=C)C4=CC(=O)C=CC34C. Drug 2: CC1C(C(CC(O1)OC2CC(CC3=C2C(=C4C(=C3O)C(=O)C5=C(C4=O)C(=CC=C5)OC)O)(C(=O)C)O)N)O.Cl. Cell line: UACC62. Synergy scores: CSS=38.4, Synergy_ZIP=6.95, Synergy_Bliss=5.51, Synergy_Loewe=5.51, Synergy_HSA=7.20. (3) Drug 1: C1CC(C1)(C(=O)O)C(=O)O.[NH2-].[NH2-].[Pt+2]. Drug 2: C1CN(CCN1C(=O)CCBr)C(=O)CCBr. Cell line: U251. Synergy scores: CSS=36.8, Synergy_ZIP=-5.15, Synergy_Bliss=3.62, Synergy_Loewe=2.47, Synergy_HSA=4.66. (4) Drug 1: C1CCC(C1)C(CC#N)N2C=C(C=N2)C3=C4C=CNC4=NC=N3. Synergy scores: CSS=56.9, Synergy_ZIP=3.46, Synergy_Bliss=0.917, Synergy_Loewe=3.93, Synergy_HSA=2.38. Cell line: 786-0. Drug 2: C1=CC(=CC=C1CCCC(=O)O)N(CCCl)CCCl.